This data is from Catalyst prediction with 721,799 reactions and 888 catalyst types from USPTO. The task is: Predict which catalyst facilitates the given reaction. Reactant: [B-](F)(F)(F)F.[B-](F)(F)(F)F.C1[N+]2(O)CC[N+]([F:20])(CC2)C1.[CH:21]1([C:25]([C:27]2[CH:32]=[CH:31][CH:30]=[CH:29][CH:28]=2)=[O:26])[CH2:24][CH2:23][CH2:22]1. Product: [F:20][C:21]1([C:25]([C:27]2[CH:28]=[CH:29][CH:30]=[CH:31][CH:32]=2)=[O:26])[CH2:22][CH2:23][CH2:24]1. The catalyst class is: 5.